This data is from Catalyst prediction with 721,799 reactions and 888 catalyst types from USPTO. The task is: Predict which catalyst facilitates the given reaction. (1) Reactant: C(OC(=O)[NH:7]/[C:8](=[N:34]\C(OC(C)(C)C)=O)/[CH:9]1[NH:21][CH2:20][C:18]2=[C:19]3[C:14](=[C:15]([C:30]([F:33])([F:32])[F:31])[C:16]([CH2:22][CH2:23][C:24]4[CH:29]=[CH:28][CH:27]=[CH:26][CH:25]=4)=[CH:17]2)[CH:13]=[CH:12][N:11]3[CH2:10]1)(C)(C)C.Cl. Product: [CH2:22]([C:16]1[C:15]([C:30]([F:33])([F:32])[F:31])=[C:14]2[C:19]3=[C:18]([CH2:20][NH:21][CH:9]([C:8](=[NH:7])[NH2:34])[CH2:10][N:11]3[CH:12]=[CH:13]2)[CH:17]=1)[CH2:23][C:24]1[CH:25]=[CH:26][CH:27]=[CH:28][CH:29]=1. The catalyst class is: 135. (2) Reactant: [Br:1][C:2]1[C:3]([F:19])=[CH:4][C:5]2[O:14][CH2:13][CH2:12][C:11]3[S:10][C:9]([C:15](O)=[O:16])=[N:8][C:7]=3[C:6]=2[CH:18]=1.[NH4+].[Cl-].CC[N:24](C(C)C)C(C)C.CN(C(ON1N=NC2C=CC=NC1=2)=[N+](C)C)C.F[P-](F)(F)(F)(F)F. Product: [Br:1][C:2]1[C:3]([F:19])=[CH:4][C:5]2[O:14][CH2:13][CH2:12][C:11]3[S:10][C:9]([C:15]([NH2:24])=[O:16])=[N:8][C:7]=3[C:6]=2[CH:18]=1. The catalyst class is: 7. (3) Reactant: [C:1]12([C:11]3[CH:12]=[C:13]([CH:16]=[CH:17][C:18]=3[O:19][CH3:20])[CH:14]=O)[CH2:10][CH:5]3[CH2:6][CH:7]([CH2:9][CH:3]([CH2:4]3)[CH2:2]1)[CH2:8]2.[CH3:21]OP(C(=[N+]=[N-])C(=O)C)(=O)OC.C([O-])([O-])=O.[K+].[K+]. The catalyst class is: 5. Product: [C:1]12([C:11]3[CH:12]=[C:13]([C:14]#[CH:21])[CH:16]=[CH:17][C:18]=3[O:19][CH3:20])[CH2:8][CH:7]3[CH2:9][CH:3]([CH2:4][CH:5]([CH2:6]3)[CH2:10]1)[CH2:2]2. (4) Reactant: [NH2:1][C:2]1[CH:8]=[C:7]([F:9])[C:6]([F:10])=[CH:5][C:3]=1[NH2:4].[C:11](=S)=[S:12]. Product: [F:9][C:7]1[C:6]([F:10])=[CH:5][C:3]2[N:4]=[C:11]([SH:12])[NH:1][C:2]=2[CH:8]=1. The catalyst class is: 8. (5) Product: [OH:15][CH:12]1[CH2:13][CH2:14][C:10]([CH2:21][PH:22](=[O:27])[O:23][CH:24]([CH3:26])[CH3:25])=[CH:11]1. The catalyst class is: 109. Reactant: C1N2CCN(CC2)C1.I[C:10]1[CH2:14][CH2:13][CH:12]([OH:15])[CH:11]=1.C[Si](Cl)(C)C.[CH3:21][PH:22](=[O:27])[O:23][CH:24]([CH3:26])[CH3:25].